From a dataset of Retrosynthesis with 50K atom-mapped reactions and 10 reaction types from USPTO. Predict the reactants needed to synthesize the given product. Given the product COc1ccc(C2=NN(C3CCN(C(=O)c4c(OC)ccc5ccccc45)CC3)C(=O)C2(C)C)cc1OC, predict the reactants needed to synthesize it. The reactants are: COc1ccc(C2=NN(C3CCNCC3)C(=O)C2(C)C)cc1OC.COc1ccc2ccccc2c1C(=O)O.